Dataset: Merck oncology drug combination screen with 23,052 pairs across 39 cell lines. Task: Regression. Given two drug SMILES strings and cell line genomic features, predict the synergy score measuring deviation from expected non-interaction effect. Synergy scores: synergy=4.27. Drug 1: O=P1(N(CCCl)CCCl)NCCCO1. Cell line: SW620. Drug 2: N#Cc1ccc(Cn2cncc2CN2CCN(c3cccc(Cl)c3)C(=O)C2)cc1.